This data is from Peptide-MHC class I binding affinity with 185,985 pairs from IEDB/IMGT. The task is: Regression. Given a peptide amino acid sequence and an MHC pseudo amino acid sequence, predict their binding affinity value. This is MHC class I binding data. (1) The peptide sequence is GSVNVVYTF. The MHC is HLA-B27:05 with pseudo-sequence HLA-B27:05. The binding affinity (normalized) is 0. (2) The peptide sequence is TPNNLNKIQL. The MHC is HLA-B35:01 with pseudo-sequence HLA-B35:01. The binding affinity (normalized) is 0.224. (3) The peptide sequence is EYKKFIATF. The MHC is HLA-A26:02 with pseudo-sequence HLA-A26:02. The binding affinity (normalized) is 0.380. (4) The peptide sequence is NIPTAIQQVR. The MHC is HLA-A68:01 with pseudo-sequence HLA-A68:01. The binding affinity (normalized) is 0.604. (5) The MHC is HLA-A68:02 with pseudo-sequence HLA-A68:02. The peptide sequence is TLNTMTKDA. The binding affinity (normalized) is 0.